This data is from Full USPTO retrosynthesis dataset with 1.9M reactions from patents (1976-2016). The task is: Predict the reactants needed to synthesize the given product. (1) Given the product [CH3:22][O:21][C:19](=[O:20])[CH2:18][N:17]([CH3:16])[S:2]([C:5]1[CH:6]=[C:7]([CH:11]=[CH:12][C:13]=1[NH:14][CH3:15])[C:8]([OH:10])=[O:9])(=[O:4])=[O:3], predict the reactants needed to synthesize it. The reactants are: Cl[S:2]([C:5]1[CH:6]=[C:7]([CH:11]=[CH:12][C:13]=1[NH:14][CH3:15])[C:8]([OH:10])=[O:9])(=[O:4])=[O:3].[CH3:16][NH:17][CH2:18][C:19]([O:21][CH3:22])=[O:20]. (2) Given the product [C:1]([O:5][C:6](=[O:7])[NH:8][CH2:9][CH2:10][CH2:11][CH2:12][CH2:13][CH2:14][CH2:15][CH2:16][CH2:17][CH2:18][CH2:19][C:20](=[O:22])[NH2:25])([CH3:4])([CH3:3])[CH3:2], predict the reactants needed to synthesize it. The reactants are: [C:1]([O:5][C:6]([NH:8][CH2:9][CH2:10][CH2:11][CH2:12][CH2:13][CH2:14][CH2:15][CH2:16][CH2:17][CH2:18][CH2:19][C:20]([OH:22])=O)=[O:7])([CH3:4])([CH3:3])[CH3:2].C(N1C=CN=C1)([N:25]1C=CN=C1)=O.N. (3) Given the product [C:33]([O:32][C:30]([N:27]1[CH2:28][CH2:29][CH:24]([NH:23][C:4]2[N:3]=[C:2]([NH2:1])[C:7]([C:8](=[O:9])[C:10]3[CH:15]=[CH:14][CH:13]=[CH:12][C:11]=3[O:16][CH3:17])=[CH:6][N:5]=2)[CH2:25][CH2:26]1)=[O:31])([CH3:36])([CH3:34])[CH3:35], predict the reactants needed to synthesize it. The reactants are: [NH2:1][C:2]1[C:7]([C:8]([C:10]2[CH:15]=[CH:14][CH:13]=[CH:12][C:11]=2[O:16][CH3:17])=[O:9])=[CH:6][N:5]=[C:4](S(CC)(=O)=O)[N:3]=1.[NH2:23][CH:24]1[CH2:29][CH2:28][N:27]([C:30]([O:32][C:33]([CH3:36])([CH3:35])[CH3:34])=[O:31])[CH2:26][CH2:25]1. (4) Given the product [N:1]([C@H:4]([CH3:8])[C:5]([NH:13][C:14]1[C:15]([Cl:21])=[N:16][C:17]([Cl:20])=[CH:18][CH:19]=1)=[O:6])=[N+:2]=[N-:3], predict the reactants needed to synthesize it. The reactants are: [N:1]([C@H:4]([CH3:8])[C:5](O)=[O:6])=[N+:2]=[N-:3].S(Cl)(Cl)=O.[NH2:13][C:14]1[C:15]([Cl:21])=[N:16][C:17]([Cl:20])=[CH:18][CH:19]=1.O. (5) Given the product [Br:1][C:2]1[CH:3]=[C:4]2[C:9](=[CH:10][CH:11]=1)[CH:8]=[C:7]([O:12][CH2:13][CH2:14][N:15]1[CH2:19][CH2:18][N:17]([CH3:24])[C:16]1=[O:20])[CH:6]=[CH:5]2, predict the reactants needed to synthesize it. The reactants are: [Br:1][C:2]1[CH:3]=[C:4]2[C:9](=[CH:10][CH:11]=1)[CH:8]=[C:7]([O:12][CH2:13][CH2:14][N:15]1[CH2:19][CH2:18][NH:17][C:16]1=[O:20])[CH:6]=[CH:5]2.[H-].[Na+].I[CH3:24]. (6) Given the product [CH3:23][CH:22]([CH3:24])[CH2:21][C:20]([NH:1][C:2]1[C:7]([C:8]([O:10][CH2:11][CH3:12])=[O:9])=[CH:6][N:5]=[CH:4][CH:3]=1)=[O:25], predict the reactants needed to synthesize it. The reactants are: [NH2:1][C:2]1[C:7]([C:8]([O:10][CH2:11][CH3:12])=[O:9])=[CH:6][N:5]=[CH:4][CH:3]=1.C(N(CC)CC)C.[C:20](Cl)(=[O:25])[CH2:21][CH:22]([CH3:24])[CH3:23].O. (7) The reactants are: Cl[C:2]1[S:3][C:4]([C:7]([O:9]C(C)(C)C)=[O:8])=[CH:5][N:6]=1.[CH3:14][O-:15].[Na+].[OH-].[Na+]. Given the product [CH3:14][O:15][C:2]1[S:3][C:4]([C:7]([OH:9])=[O:8])=[CH:5][N:6]=1, predict the reactants needed to synthesize it.